Dataset: Catalyst prediction with 721,799 reactions and 888 catalyst types from USPTO. Task: Predict which catalyst facilitates the given reaction. (1) Product: [NH2:1][C:2]1[C:3]([Cl:17])=[C:4]2[C:8](=[CH:9][C:10]=1[F:11])[C:7](=[O:12])[C:6]([CH2:22][CH2:21][CH2:23][CH3:25])([CH2:13][CH2:14][C:15](=[O:19])[CH3:16])[CH2:5]2. The catalyst class is: 5. Reactant: [NH2:1][C:2]1[C:3]([Cl:17])=[C:4]2[C:8](=[CH:9][C:10]=1[F:11])[C:7](=[O:12])[CH:6]([CH2:13][CH2:14][CH2:15][CH3:16])[CH2:5]2.C[O-:19].[Na+].[CH:21]([C:23]([CH3:25])=O)=[CH2:22]. (2) Reactant: [CH3:1][O:2][C:3]1[CH:12]=[C:11]2[C:6]([CH:7]=[CH:8][CH:9]=[C:10]2[CH2:13]O)=[CH:5][CH:4]=1.S(Cl)([Cl:17])=O. Product: [Cl:17][CH2:13][C:10]1[C:11]2[C:6](=[CH:5][CH:4]=[C:3]([O:2][CH3:1])[CH:12]=2)[CH:7]=[CH:8][CH:9]=1. The catalyst class is: 96. (3) Reactant: [OH:1][C:2]1[CH:10]=[CH:9][C:5]([C:6]([OH:8])=O)=[CH:4][CH:3]=1.[CH2:11]([NH:13][CH2:14][CH3:15])[CH3:12].O.ON1C2C=CC=CC=2N=N1.Cl.CN(C)CCCN=C=NCC.Cl. Product: [CH2:11]([N:13]([CH2:14][CH3:15])[C:6](=[O:8])[C:5]1[CH:4]=[CH:3][C:2]([OH:1])=[CH:10][CH:9]=1)[CH3:12]. The catalyst class is: 3. (4) Reactant: [NH:1]1[C:9]2[C:4](=[CH:5][C:6]([CH2:10][CH2:11][CH2:12][C:13]3[CH:22]=[CH:21][C:20]4[C:15](=[N:16][CH:17]=[CH:18][CH:19]=4)[N:14]=3)=[CH:7][CH:8]=2)[CH:3]=[CH:2]1.[H-].[Na+].[CH2:25]([O:27][C:28](=[O:35])[CH2:29][CH:30](Br)[CH2:31][CH2:32][CH3:33])[CH3:26]. Product: [CH2:25]([O:27][C:28](=[O:35])[CH2:29][CH:30]([N:1]1[C:9]2[C:4](=[CH:5][C:6]([CH2:10][CH2:11][CH2:12][C:13]3[CH:22]=[CH:21][C:20]4[C:15](=[N:16][CH:17]=[CH:18][CH:19]=4)[N:14]=3)=[CH:7][CH:8]=2)[CH:3]=[CH:2]1)[CH2:31][CH2:32][CH3:33])[CH3:26]. The catalyst class is: 3.